The task is: Predict the reactants needed to synthesize the given product.. This data is from Full USPTO retrosynthesis dataset with 1.9M reactions from patents (1976-2016). Given the product [CH:1](=[O:7])[CH2:2][CH2:3][CH2:4][CH2:5][C:6]#[C:8][CH3:9].[CH2:16]([OH:12])[CH2:17][CH2:18][CH2:19][C:20]#[C:15][CH3:14], predict the reactants needed to synthesize it. The reactants are: [CH2:1]([OH:7])[CH2:2][CH2:3][CH2:4][C:5]#[CH:6].[CH2:8]1C[O:12]C=C[CH2:9]1.[CH3:14][C:15]1[CH:16]=[CH:17][C:18](S(O)(=O)=O)=[CH:19][CH:20]=1.[Li]CCCC.CI.